Predict the reactants needed to synthesize the given product. From a dataset of Full USPTO retrosynthesis dataset with 1.9M reactions from patents (1976-2016). (1) Given the product [CH3:1][O:2][C:3]1[CH:8]=[CH:7][C:6]([C:9]2[C:18]([C:19]3[CH:24]=[CH:23][C:22]([O:25][CH3:26])=[CH:21][CH:20]=3)=[N:17][C:16]3[C:11](=[CH:12][CH:13]=[C:14]([S:27]([NH2:32])(=[O:30])=[O:28])[CH:15]=3)[N:10]=2)=[CH:5][CH:4]=1, predict the reactants needed to synthesize it. The reactants are: [CH3:1][O:2][C:3]1[CH:8]=[CH:7][C:6]([C:9]2[C:18]([C:19]3[CH:24]=[CH:23][C:22]([O:25][CH3:26])=[CH:21][CH:20]=3)=[N:17][C:16]3[C:11](=[CH:12][CH:13]=[C:14]([S:27]([OH:30])(=O)=[O:28])[CH:15]=3)[N:10]=2)=[CH:5][CH:4]=1.C[N:32](C)C=O. (2) Given the product [CH2:1]([O:3][C:4]([C:6]1[C:10]([C:11]([O:13][CH2:14][CH3:15])=[O:12])=[C:9]([N:16]=[CH:18][C:20]2[S:24][C:23]([C:25]3[S:26][CH:27]=[CH:28][CH:29]=3)=[CH:22][CH:21]=2)[S:8][C:7]=1[NH2:17])=[O:5])[CH3:2], predict the reactants needed to synthesize it. The reactants are: [CH2:1]([O:3][C:4]([C:6]1[C:10]([C:11]([O:13][CH2:14][CH3:15])=[O:12])=[C:9]([NH2:16])[S:8][C:7]=1[NH2:17])=[O:5])[CH3:2].[CH:18]([C:20]1[S:24][C:23]([C:25]2[S:26][CH:27]=[CH:28][CH:29]=2)=[CH:22][CH:21]=1)=O.C(O)(C(F)(F)F)=O. (3) Given the product [NH2:2][C:3]1[C:12]2[N:13]=[C:14]([CH2:40][CH2:41][O:42][CH3:43])[N:15]([CH2:16][CH2:17][CH2:18][N:19]([CH2:24][C:25]3[CH:26]=[C:27]([CH:36]=[C:37]([F:39])[CH:38]=3)[O:28][CH2:29][C:30]([O:32][CH:33]([CH3:35])[CH3:34])=[O:31])[C:20](=[O:23])[CH2:21][N:46]([CH2:47][CH3:48])[CH2:44][CH3:45])[C:11]=2[C:10]2[CH:9]=[CH:8][CH:7]=[CH:6][C:5]=2[N:4]=1, predict the reactants needed to synthesize it. The reactants are: Cl.[NH2:2][C:3]1[C:12]2[N:13]=[C:14]([CH2:40][CH2:41][O:42][CH3:43])[N:15]([CH2:16][CH2:17][CH2:18][N:19]([CH2:24][C:25]3[CH:26]=[C:27]([CH:36]=[C:37]([F:39])[CH:38]=3)[O:28][CH2:29][C:30]([O:32][CH:33]([CH3:35])[CH3:34])=[O:31])[C:20](=[O:23])[CH2:21]Cl)[C:11]=2[C:10]2[CH:9]=[CH:8][CH:7]=[CH:6][C:5]=2[N:4]=1.[CH2:44]([NH:46][CH2:47][CH3:48])[CH3:45]. (4) Given the product [Cl:1][C:2]1[N:7]=[C:6]([C:8]2[CH:9]=[C:10]([CH:13]=[CH:14][CH:15]=2)[CH2:11][NH:18][CH2:16][CH3:17])[CH:5]=[CH:4][N:3]=1, predict the reactants needed to synthesize it. The reactants are: [Cl:1][C:2]1[N:7]=[C:6]([C:8]2[CH:9]=[C:10]([CH:13]=[CH:14][CH:15]=2)[CH:11]=O)[CH:5]=[CH:4][N:3]=1.[CH2:16]([NH2:18])[CH3:17]. (5) The reactants are: [N:1]1[C:10]2[C:5](=[CH:6][CH:7]=[CH:8][CH:9]=2)[CH:4]=[CH:3][C:2]=1[NH:11][CH2:12][CH2:13][CH2:14][NH2:15].[S:16]1[CH:20]=[CH:19][CH:18]=[C:17]1[CH:21]=O. Given the product [N:1]1[C:10]2[C:5](=[CH:6][CH:7]=[CH:8][CH:9]=2)[CH:4]=[CH:3][C:2]=1[NH:11][CH2:12][CH2:13][CH2:14][NH:15][CH2:21][C:17]1[S:16][CH:20]=[CH:19][CH:18]=1, predict the reactants needed to synthesize it.